From a dataset of Catalyst prediction with 721,799 reactions and 888 catalyst types from USPTO. Predict which catalyst facilitates the given reaction. (1) Reactant: C(C1C=[CH:5][C:6](O)=[C:7](C=1)[C:8]([NH2:10])=O)=O.[OH-].[K+].[C:15]([OH:18])(=[O:17])C.[C:19]([OH:22])(=O)[CH3:20].I[C:24]1C=CC=CC=1.Cl. Product: [O:17]=[C:15]1[NH:10][C:8]2[CH:24]=[C:20]([CH:19]=[O:22])[CH:5]=[CH:6][C:7]=2[O:18]1. The catalyst class is: 370. (2) Reactant: [Br:1][C:2]1[CH:7]=[C:6]([C:8]([OH:10])=O)[CH:5]=[CH:4][N:3]=1.CCN=C=NCCCN(C)C.C(N(CC)CC)C.Cl.[CH3:30][NH:31][O:32][CH3:33]. Product: [Br:1][C:2]1[CH:7]=[C:6]([C:8]([N:31]([O:32][CH3:33])[CH3:30])=[O:10])[CH:5]=[CH:4][N:3]=1. The catalyst class is: 2. (3) Reactant: I[C:2]1[N:7]=[CH:6][C:5]([N:8]([CH3:25])[C:9](=[O:24])[C:10]2[CH:15]=[C:14]([C:16](F)([F:18])F)[CH:13]=[C:12](C(F)(F)F)[CH:11]=2)=[C:4]([C:26]2[CH:31]=[CH:30][CH:29]=[CH:28][C:27]=2[CH3:32])[CH:3]=1.CC(C)([O-])C.[Na+].C1C=CC(P(C2C(C3C(P(C4C=CC=CC=4)C4C=CC=CC=4)=CC=C4C=3C=CC=C4)=C3C(C=CC=C3)=CC=2)C2C=CC=CC=2)=CC=1.C(=[NH:98])(C1C=CC=CC=1)C1C=CC=CC=1.Cl.C([O-])(O)=O.[Na+]. Product: [NH2:98][C:2]1[N:7]=[CH:6][C:5]([N:8]([CH3:25])[C:9](=[O:24])[C:10]2[CH:11]=[CH:12][CH:13]=[C:14]([CH2:16][F:18])[CH:15]=2)=[C:4]([C:26]2[CH:31]=[CH:30][CH:29]=[CH:28][C:27]=2[CH3:32])[CH:3]=1. The catalyst class is: 164. (4) Reactant: [NH:1]1[C:10]2[C:5](=[CH:6][C:7]3[CH2:15][CH2:14][N:13](C(OC(C)(C)C)=[O:17])[CH2:12][CH2:11][C:8]=3[CH:9]=2)[CH2:4][CH2:3][CH2:2]1.C(N(CC)CC)C.Cl[C:31]([O:33][CH2:34][CH3:35])=[O:32].[CH3:36][CH2:37][O:38][C:39]([CH3:41])=[O:40]. Product: [C:34]([OH:33])(=[O:17])/[CH:35]=[CH:41]/[C:39]([OH:38])=[O:40].[N:1]1([C:31]([O:33][CH2:34][CH3:35])=[O:32])[C:10]2[C:5](=[CH:6][C:7]3[CH2:15][CH2:14][NH:13][CH2:12][CH2:11][C:8]=3[CH:9]=2)[CH2:4][CH2:3][CH2:2]1.[CH2:37]([O:38][C:39]([N:1]1[C:10]2[C:5](=[CH:6][C:7]3[CH2:15][CH2:14][NH:13][CH2:12][CH2:11][C:8]=3[CH:9]=2)[CH2:4][CH2:3][CH2:2]1)=[O:40])[CH3:36]. The catalyst class is: 68. (5) Reactant: [CH2:1]([O:3][C:4](=[O:14])[CH:5]([C:7]1[CH:12]=[CH:11][CH:10]=[C:9]([OH:13])[CH:8]=1)[CH3:6])[CH3:2].[N+:15]([O-])([OH:17])=[O:16].O. Product: [CH2:1]([O:3][C:4](=[O:14])[CH:5]([C:7]1[CH:12]=[CH:11][C:10]([N+:15]([O-:17])=[O:16])=[C:9]([OH:13])[CH:8]=1)[CH3:6])[CH3:2]. The catalyst class is: 15. (6) Reactant: S(Cl)(Cl)=O.[CH:5]1[N:6]=[CH:7][N:8]2[CH2:13][CH2:12][O:11][CH:10]([C:14]3[CH:22]=[CH:21][C:17]([C:18]([OH:20])=O)=[CH:16][CH:15]=3)[C:9]=12.Cl.[CH3:24][NH:25][O:26][CH3:27].C(N(C(C)C)CC)(C)C. Product: [CH:5]1[N:6]=[CH:7][N:8]2[CH2:13][CH2:12][O:11][CH:10]([C:14]3[CH:15]=[CH:16][C:17]([C:18]([N:25]([O:26][CH3:27])[CH3:24])=[O:20])=[CH:21][CH:22]=3)[C:9]=12. The catalyst class is: 22. (7) Reactant: [CH2:1]([Mg]Br)[CH3:2].[S:5]1[CH:9]=[CH:8][CH:7]=[C:6]1[CH2:10][CH:11]=[O:12].[Cl-].[NH4+]. Product: [S:5]1[CH:9]=[CH:8][CH:7]=[C:6]1[CH2:10][CH:11]([OH:12])[CH2:1][CH3:2]. The catalyst class is: 7. (8) Product: [CH:21]1([N:10]2[C:9]3[N:8]=[C:7]([N:5]4[CH:6]=[C:2]([C:31]5[N:32]=[CH:33][S:34][CH:35]=5)[N:3]=[CH:4]4)[N:16]=[CH:15][C:14]=3[N:13]([CH3:17])[C:12](=[O:18])[C@H:11]2[CH2:19][CH3:20])[CH2:25][CH2:24][CH2:23][CH2:22]1. Reactant: Br[C:2]1[N:3]=[CH:4][N:5]([C:7]2[N:16]=[CH:15][C:14]3[N:13]([CH3:17])[C:12](=[O:18])[C@@H:11]([CH2:19][CH3:20])[N:10]([CH:21]4[CH2:25][CH2:24][CH2:23][CH2:22]4)[C:9]=3[N:8]=2)[CH:6]=1.C([Sn](CCCC)(CCCC)[C:31]1[N:32]=[CH:33][S:34][CH:35]=1)CCC. The catalyst class is: 128. (9) Reactant: B(F)(F)F.CCOCC.[C:10]([O:20][CH2:21][CH3:22])([O:17][CH2:18][CH3:19])([O:14][CH2:15][CH3:16])OCC.C([Li])CCC.[CH3:28][Si:29]([C:32]#[CH:33])([CH3:31])[CH3:30].F[B-](F)(F)F.C(O[C+](OCC)OCC)C.C(=O)([O-])[O-].[K+].[K+]. Product: [CH3:28][Si:29]([CH3:31])([CH3:30])[C:32]#[C:33][C:10]([O:14][CH2:15][CH3:16])([O:17][CH2:18][CH3:19])[O:20][CH2:21][CH3:22]. The catalyst class is: 27.